This data is from Forward reaction prediction with 1.9M reactions from USPTO patents (1976-2016). The task is: Predict the product of the given reaction. (1) Given the reactants [OH-].[Na+].[C:3](Cl)(=[O:10])[C:4]1[CH:9]=[CH:8][CH:7]=[CH:6][CH:5]=1.[CH3:12][O:13][C:14]1[CH:15]=[C:16](/[CH:26]=[CH:27]/[C:28]2[N:42]=[C:31]3[CH:32]([CH:36]4[CH2:41][CH2:40][NH:39][CH2:38][CH2:37]4)[CH2:33][CH2:34][CH2:35][N:30]3[N:29]=2)[CH:17]=[CH:18][C:19]=1[N:20]1[CH:24]=[C:23]([CH3:25])[N:22]=[CH:21]1, predict the reaction product. The product is: [CH3:12][O:13][C:14]1[CH:15]=[C:16](/[CH:26]=[CH:27]/[C:28]2[N:42]=[C:31]3[CH:32]([CH:36]4[CH2:37][CH2:38][N:39]([C:4]5([CH:3]=[O:10])[CH:9]=[CH:8][CH:7]=[CH:6][CH2:5]5)[CH2:40][CH2:41]4)[CH2:33][CH2:34][CH2:35][N:30]3[N:29]=2)[CH:17]=[CH:18][C:19]=1[N:20]1[CH:24]=[C:23]([CH3:25])[N:22]=[CH:21]1. (2) Given the reactants C[C@H]1CO[C@@]2([O:9][C@H:8]3[CH2:10][C@H:11]4[C@@H:16]5[CH2:17][CH2:18][C@H:19]6[CH2:24][C@@H:23]([OH:25])[CH2:22][CH2:21][C@:20]6([CH3:26])[C@H:15]5[CH2:14][CH2:13][C@:12]4([CH3:27])[C@H:7]3[C@@H:6]2[CH3:28])CC1, predict the reaction product. The product is: [OH:25][C@H:23]1[CH2:22][CH2:21][C@@:20]2([CH3:26])[C@@H:19]([CH2:18][CH2:17][C@@H:16]3[C@@H:15]2[CH2:14][CH2:13][C@@:12]2([CH3:27])[C@H:11]3[CH2:28][CH:6]=[C:7]2[C:8](=[O:9])[CH3:10])[CH2:24]1. (3) Given the reactants I[C:2]1[CH:3]=[C:4]([CH:19]=[CH:20][CH:21]=1)[CH2:5][C:6]1[S:10][C:9]([C:11]2[CH:18]=[CH:17][C:14]([C:15]#[N:16])=[CH:13][CH:12]=2)=[N:8][N:7]=1.C1[CH2:26][O:25][CH2:24]C1.C1CCN2C(=NCCC2)CC1.C[OH:39], predict the reaction product. The product is: [CH3:24][O:25][C:26](=[O:39])[C:2]1[CH:21]=[CH:20][CH:19]=[C:4]([CH2:5][C:6]2[S:10][C:9]([C:11]3[CH:18]=[CH:17][C:14]([C:15]#[N:16])=[CH:13][CH:12]=3)=[N:8][N:7]=2)[CH:3]=1. (4) Given the reactants [Cl:1][C:2]1[CH:3]=[C:4]([C@@H:8]([CH2:22][CH:23]=[CH2:24])[C@@:9]([C:15]2[CH:20]=[CH:19][C:18]([Cl:21])=[CH:17][CH:16]=2)([NH:11][CH:12]([CH3:14])[CH3:13])[CH3:10])[CH:5]=[CH:6][CH:7]=1.B.C1C[O:29]CC1.[OH-].[Na+].OO, predict the reaction product. The product is: [Cl:1][C:2]1[CH:3]=[C:4]([C@H:8]([C@@:9]([C:15]2[CH:16]=[CH:17][C:18]([Cl:21])=[CH:19][CH:20]=2)([NH:11][CH:12]([CH3:14])[CH3:13])[CH3:10])[CH2:22][CH2:23][CH2:24][OH:29])[CH:5]=[CH:6][CH:7]=1. (5) Given the reactants N(C(OCC)=O)=NC(OCC)=O.[ClH:13].[F:14][C:15]1[CH:34]=[C:33]([CH3:35])[C:32]([O:36]C(OC)=O)=[CH:31][C:16]=1[NH:17][C:18]1[C:27]2[C:22](=[CH:23][C:24](O)=[C:25](OC)[CH:26]=2)[N:21]=[CH:20][N:19]=1.C1(P(C2C=CC=CC=2)C2C=CC=CC=2)C=CC=CC=1.[N:60]1([CH2:65][CH2:66][OH:67])[CH:64]=[N:63][CH:62]=[N:61]1, predict the reaction product. The product is: [ClH:13].[F:14][C:15]1[CH:34]=[C:33]([CH3:35])[C:32]([OH:36])=[CH:31][C:16]=1[NH:17][C:18]1[C:27]2[C:22](=[CH:23][C:24]([O:67][CH2:66][CH2:65][N:60]3[CH:64]=[N:63][CH:62]=[N:61]3)=[CH:25][CH:26]=2)[N:21]=[CH:20][N:19]=1. (6) Given the reactants [Na].[C:2]([C:5]1[CH:10]=[CH:9][C:8]([CH2:11][N:12]2[C:25]3[C:20](=[CH:21][CH:22]=[CH:23][CH:24]=3)[C:19](=O)[C:18]3[CH:17]=[CH:16][CH:15]=[CH:14][C:13]2=3)=[C:7]([F:27])[CH:6]=1)([OH:4])=[O:3].Cl.[N+:29]([O-:32])([OH:31])=[O:30], predict the reaction product. The product is: [N+:29]([O-:32])([O-:31])=[O:30].[N+:29]([O-:32])([O-:31])=[O:30].[C:2]([C:5]1[CH:10]=[CH:9][C:8]([CH2:11][N+:12]2[C:13]3[C:18](=[CH:17][CH:16]=[CH:15][CH:14]=3)[C:19]([C:19]3[C:18]4[C:13]([N+:12]([CH2:11][C:8]5[CH:9]=[CH:10][C:5]([C:2]([OH:4])=[O:3])=[CH:6][C:7]=5[F:27])=[C:25]5[C:20]=3[CH:21]=[CH:22][CH:23]=[CH:24]5)=[CH:14][CH:15]=[CH:16][CH:17]=4)=[C:20]3[C:25]=2[CH:24]=[CH:23][CH:22]=[CH:21]3)=[C:7]([F:27])[CH:6]=1)([OH:4])=[O:3].